Dataset: Forward reaction prediction with 1.9M reactions from USPTO patents (1976-2016). Task: Predict the product of the given reaction. (1) Given the reactants [CH3:1][O:2][C:3]1[CH:8]=[CH:7][C:6]([C:9]2[S:13][C:12]([NH:14][C:15]([NH:17]C(=O)C(Cl)(Cl)Cl)=[O:16])=[C:11]([C:24]([O:26]C)=O)[CH:10]=2)=[CH:5][CH:4]=1.C[Al](C)C.[C:32]([O:36][C:37]([N:39]1[CH2:44][CH2:43][CH2:42][C@H:41]([NH2:45])[CH2:40]1)=[O:38])([CH3:35])([CH3:34])[CH3:33].[C@H](O)(C([O-])=O)[C@@H](O)C([O-])=O.[Na+].[K+], predict the reaction product. The product is: [NH2:17][C:15]([NH:14][C:12]1[S:13][C:9]([C:6]2[CH:5]=[CH:4][C:3]([O:2][CH3:1])=[CH:8][CH:7]=2)=[CH:10][C:11]=1[C:24]([NH:45][C@H:41]1[CH2:42][CH2:43][CH2:44][N:39]([C:37]([O:36][C:32]([CH3:35])([CH3:34])[CH3:33])=[O:38])[CH2:40]1)=[O:26])=[O:16]. (2) Given the reactants [N+:1]([C:4]1[CH:5]=[N:6][NH:7][CH:8]=1)([O-:3])=[O:2].Cl[CH2:10][C:11]([CH3:14])([OH:13])[CH3:12].C(=O)([O-])[O-].[Cs+].[Cs+], predict the reaction product. The product is: [CH3:10][C:11]([OH:13])([CH3:14])[CH2:12][N:6]1[CH:5]=[C:4]([N+:1]([O-:3])=[O:2])[CH:8]=[N:7]1. (3) Given the reactants [NH2:1][C:2]1[CH:28]=[CH:27][C:5]([O:6][C:7]2[CH:12]=[CH:11][N:10]=[C:9]([NH:13][C:14]([N:16]3[CH2:21][CH2:20][CH:19]([CH2:22][N:23]4[CH2:26][CH2:25][CH2:24]4)[CH2:18][CH2:17]3)=[O:15])[CH:8]=2)=[C:4]([F:29])[CH:3]=1.[C@]12(CS(O)(=O)=O)C(C)(C)C(CC1)CC2=O.[C:45]1([CH2:51][C:52]([N:54]=[C:55]=[S:56])=[O:53])[CH:50]=[CH:49][CH:48]=[CH:47][CH:46]=1.C(OCC)C, predict the reaction product. The product is: [F:29][C:4]1[CH:3]=[C:2]([NH:1][C:55]([NH:54][C:52](=[O:53])[CH2:51][C:45]2[CH:46]=[CH:47][CH:48]=[CH:49][CH:50]=2)=[S:56])[CH:28]=[CH:27][C:5]=1[O:6][C:7]1[CH:12]=[CH:11][N:10]=[C:9]([NH:13][C:14]([N:16]2[CH2:21][CH2:20][CH:19]([CH2:22][N:23]3[CH2:24][CH2:25][CH2:26]3)[CH2:18][CH2:17]2)=[O:15])[CH:8]=1. (4) The product is: [N:13]([CH2:2][C:3]([C:5]1[CH:12]=[CH:11][C:8]([C:9]#[N:10])=[CH:7][CH:6]=1)=[O:4])=[N+:14]=[N-:15]. Given the reactants Br[CH2:2][C:3]([C:5]1[CH:12]=[CH:11][C:8]([C:9]#[N:10])=[CH:7][CH:6]=1)=[O:4].[N-:13]=[N+:14]=[N-:15].[Na+], predict the reaction product. (5) Given the reactants C([O:3][C:4]([C:6]1[CH:7]=[N:8][C:9]2[C:14]([C:15]=1[NH:16][CH2:17][C:18]1[CH:23]=[CH:22][C:21]([O:24][CH3:25])=[C:20]([Cl:26])[CH:19]=1)=[CH:13][C:12]([C:27]#[N:28])=[CH:11][C:10]=2[CH2:29][CH3:30])=O)C.C(O[AlH-](OC(C)(C)C)OC(C)(C)C)(C)(C)C.[Li+].C1COCC1, predict the reaction product. The product is: [Cl:26][C:20]1[CH:19]=[C:18]([CH2:17][NH:16][C:15]2[C:14]3[C:9](=[C:10]([CH2:29][CH3:30])[CH:11]=[C:12]([C:27]#[N:28])[CH:13]=3)[N:8]=[CH:7][C:6]=2[CH2:4][OH:3])[CH:23]=[CH:22][C:21]=1[O:24][CH3:25]. (6) Given the reactants Cl[C:2]1[CH:3]=[C:4]([CH:8]=[C:9]([O:11][CH3:12])[N:10]=1)[C:5]([OH:7])=[O:6].CC1(C)C(C)(C)OB([C:21]2[CH:33]=[CH:32][C:24]([C:25]([O:27][C:28]([CH3:31])([CH3:30])[CH3:29])=[O:26])=[CH:23][CH:22]=2)O1.O1CCOCC1.C(=O)([O-])[O-].[Na+].[Na+], predict the reaction product. The product is: [C:28]([O:27][C:25]([C:24]1[CH:32]=[CH:33][C:21]([C:2]2[CH:3]=[C:4]([CH:8]=[C:9]([O:11][CH3:12])[N:10]=2)[C:5]([OH:7])=[O:6])=[CH:22][CH:23]=1)=[O:26])([CH3:31])([CH3:29])[CH3:30].